This data is from Full USPTO retrosynthesis dataset with 1.9M reactions from patents (1976-2016). The task is: Predict the reactants needed to synthesize the given product. (1) Given the product [CH2:30]([C:21]1[C:20]2[CH:19]=[C:18]([F:22])[C:17]([F:23])=[CH:16][C:15]=2[N:14]=[C:13]2[C:24]3[N:10]([CH2:11][C:12]=12)[C:9](=[O:27])[C:8]1[CH2:7][O:6][C:5](=[O:28])[CH2:4][C@@:3]([CH2:1][CH3:2])([OH:29])[C:26]=1[CH:25]=3)[CH2:31][CH2:32][CH3:33], predict the reactants needed to synthesize it. The reactants are: [CH2:1]([C@:3]1([OH:29])[C:26]2[CH:25]=[C:24]3[N:10]([CH2:11][C:12]4[C:13]3=[N:14][C:15]3[CH:16]=[C:17]([F:23])[C:18]([F:22])=[CH:19][C:20]=3[CH:21]=4)[C:9](=[O:27])[C:8]=2[CH2:7][O:6][C:5](=[O:28])[CH2:4]1)[CH3:2].[CH:30](=O)[CH2:31][CH2:32][CH2:33]C.OO. (2) Given the product [F:19][C:2]1[N:7]=[C:6]([C:8]#[N:9])[C:5]([O:10][C:11]2[CH:16]=[CH:15][C:14]([O:17][CH3:18])=[CH:13][CH:12]=2)=[N:4][CH:3]=1, predict the reactants needed to synthesize it. The reactants are: Cl[C:2]1[N:7]=[C:6]([C:8]#[N:9])[C:5]([O:10][C:11]2[CH:16]=[CH:15][C:14]([O:17][CH3:18])=[CH:13][CH:12]=2)=[N:4][CH:3]=1.[F-:19].[K+].C(OCC)(=O)C.O. (3) Given the product [Cl:18][C:19]1[CH:20]=[CH:21][C:22]([OH:36])=[C:23]([C:25]2[S:26][CH:27]=[C:28]([CH2:30][C:31]([OH:33])=[O:32])[N:29]=2)[CH:24]=1, predict the reactants needed to synthesize it. The reactants are: ClC1C=CC(O)=C(CC2SC=C(C(O)=O)N=2)C=1.[Cl:18][C:19]1[CH:20]=[CH:21][C:22]([O:36]CC2C=CC=CC=2)=[C:23]([C:25]2[S:26][CH:27]=[C:28]([CH2:30][C:31]([O:33]CC)=[O:32])[N:29]=2)[CH:24]=1. (4) Given the product [CH:11]12[O:10][CH:9]([CH:8]([CH2:9][OH:10])[CH2:7]1)[CH:8]=[CH:7]2, predict the reactants needed to synthesize it. The reactants are: [H-].[Al+3].[Li+].[H-].[H-].[H-].[CH2:7]1[CH2:11][O:10][CH2:9][CH2:8]1. (5) Given the product [N:1]([C@H:4]1[C:9]2[CH:10]=[C:11]3[C:16](=[CH:17][C:8]=2[CH2:7][CH2:6][CH2:5]1)[CH2:15][NH:14][CH2:13][CH2:12]3)=[N+:2]=[N-:3], predict the reactants needed to synthesize it. The reactants are: [N:1]([C@H:4]1[C:9]2[CH:10]=[C:11]3[C:16](=[CH:17][C:8]=2[CH2:7][CH2:6][CH2:5]1)[CH2:15][N:14](C(=O)C(F)(F)F)[CH2:13][CH2:12]3)=[N+:2]=[N-:3].[OH-].[Na+]. (6) Given the product [ClH:21].[ClH:21].[N:11]1[C:12]2[NH:13][CH2:14][CH2:15][CH2:16][C:17]=2[CH:18]=[CH:19][C:10]=1[CH2:9][CH2:8][NH2:7], predict the reactants needed to synthesize it. The reactants are: C(OC(=O)[NH:7][CH2:8][CH2:9][C:10]1[CH:19]=[CH:18][C:17]2[CH2:16][CH2:15][CH2:14][NH:13][C:12]=2[N:11]=1)(C)(C)C.[ClH:21]. (7) Given the product [OH:24][CH2:23][CH:18]([C:3]1[CH:4]=[CH:5][C:6]([NH:8][C:9](=[O:10])[O:11][C:12]2[CH:17]=[CH:16][CH:15]=[CH:14][CH:13]=2)=[CH:7][C:2]=1[F:1])[CH2:19][OH:20], predict the reactants needed to synthesize it. The reactants are: [F:1][C:2]1[CH:7]=[C:6]([NH:8][C:9]([O:11][C:12]2[CH:17]=[CH:16][CH:15]=[CH:14][CH:13]=2)=[O:10])[CH:5]=[CH:4][C:3]=1[CH:18]([C:23](OC)=[O:24])[C:19](OC)=[O:20].[BH4-].[Na+].[Cl-].[Li+]. (8) Given the product [CH3:19][N:16]1[CH2:17][CH2:18][CH:13]([O:12][C:10]2[CH:9]=[CH:8][CH:7]=[C:6]3[C:11]=2[C:2]([NH:32][C:31]2[CH:33]=[CH:34][C:28]([S:25]([C:21]4[S:20][CH:24]=[CH:23][N:22]=4)(=[O:27])=[O:26])=[CH:29][CH:30]=2)=[N:3][CH:4]=[N:5]3)[CH2:14][CH2:15]1, predict the reactants needed to synthesize it. The reactants are: Cl[C:2]1[C:11]2[C:6](=[CH:7][CH:8]=[CH:9][C:10]=2[O:12][CH:13]2[CH2:18][CH2:17][N:16]([CH3:19])[CH2:15][CH2:14]2)[N:5]=[CH:4][N:3]=1.[S:20]1[CH:24]=[CH:23][N:22]=[C:21]1[S:25]([C:28]1[CH:34]=[CH:33][C:31]([NH2:32])=[CH:30][CH:29]=1)(=[O:27])=[O:26].[H-].[Na+].